From a dataset of Reaction yield outcomes from USPTO patents with 853,638 reactions. Predict the reaction yield, written as a fraction of the theoretical maximum amount of product (1.0 means a 100% yield; for example, 0.34 means a 34% yield). (1) The reactants are Br[CH2:2][C:3]1[CH:8]=[CH:7][C:6]([N+:9]([O-:11])=[O:10])=[CH:5][C:4]=1[C:12]([F:15])([F:14])[F:13].[C:16]1(=[O:26])[NH:20][C:19](=[O:21])[C:18]2=[CH:22][CH:23]=[CH:24][CH:25]=[C:17]12.[K]. The catalyst is CN(C)C=O. The product is [N+:9]([C:6]1[CH:7]=[CH:8][C:3]([CH2:2][N:20]2[C:16](=[O:26])[C:17]3[C:18](=[CH:22][CH:23]=[CH:24][CH:25]=3)[C:19]2=[O:21])=[C:4]([C:12]([F:15])([F:14])[F:13])[CH:5]=1)([O-:11])=[O:10]. The yield is 0.990. (2) The reactants are [CH3:1][O:2][N:3]([CH3:13])[C:4]([C:6]1[C:11]([OH:12])=[CH:10][CH:9]=[CH:8][N:7]=1)=[O:5].[C:14](=O)([O-])[O-].[K+].[K+].CI. The catalyst is CN(C)C=O. The product is [CH3:1][O:2][N:3]([CH3:13])[C:4]([C:6]1[C:11]([O:12][CH3:14])=[CH:10][CH:9]=[CH:8][N:7]=1)=[O:5]. The yield is 0.280. (3) The reactants are [Br:1][C:2]1[CH:7]=[CH:6][C:5]([C@@H:8]2[CH2:14][O:13][CH2:12][C:11](=O)[N:10]([C@@H:16]([C:18]3[CH:23]=[CH:22][CH:21]=[CH:20][CH:19]=3)[CH3:17])[CH2:9]2)=[CH:4][CH:3]=1.CO.[OH-].[Na+]. The catalyst is O1CCCC1. The product is [Br:1][C:2]1[CH:3]=[CH:4][C:5]([C@@H:8]2[CH2:14][O:13][CH2:12][CH2:11][N:10]([C@@H:16]([C:18]3[CH:19]=[CH:20][CH:21]=[CH:22][CH:23]=3)[CH3:17])[CH2:9]2)=[CH:6][CH:7]=1. The yield is 0.950. (4) The reactants are [N:1]([C:4]1[C:13]([C:14]2[CH:19]=[CH:18][C:17]([C:20]([O:22][CH:23]([CH3:25])[CH3:24])=[O:21])=[CH:16][CH:15]=2)=[N:12][C:11]([Br:26])=[CH:10][C:5]=1[C:6]([O:8][CH3:9])=[O:7])=[N+]=[N-]. The catalyst is ClC1C=CC=CC=1Cl. The product is [Br:26][C:11]1[CH:10]=[C:5]([C:6]([O:8][CH3:9])=[O:7])[C:4]2[NH:1][C:15]3[CH:16]=[C:17]([C:20]([O:22][CH:23]([CH3:25])[CH3:24])=[O:21])[CH:18]=[CH:19][C:14]=3[C:13]=2[N:12]=1. The yield is 0.500.